From a dataset of Full USPTO retrosynthesis dataset with 1.9M reactions from patents (1976-2016). Predict the reactants needed to synthesize the given product. (1) Given the product [C:11]([O:10][C:8]([N:5]1[CH2:6][CH2:7][C@H:3]([CH2:2][NH:1][C:21]([C:19]2[N:20]=[C:16]([Cl:15])[S:17][CH:18]=2)=[O:22])[CH2:4]1)=[O:9])([CH3:14])([CH3:13])[CH3:12], predict the reactants needed to synthesize it. The reactants are: [NH2:1][CH2:2][C@H:3]1[CH2:7][CH2:6][N:5]([C:8]([O:10][C:11]([CH3:14])([CH3:13])[CH3:12])=[O:9])[CH2:4]1.[Cl:15][C:16]1[S:17][CH:18]=[C:19]([C:21](O)=[O:22])[N:20]=1. (2) Given the product [CH2:1]([O:8][C@H:9]1[C@H:14]([O:15][CH2:16][C:17]2[CH:18]=[CH:19][CH:20]=[CH:21][CH:22]=2)[C@@H:13]([O:23][CH2:24][C:25]2[CH:30]=[CH:29][CH:28]=[CH:27][CH:26]=2)[C:12]([C:33]2[CH:38]=[CH:37][C:36]([Cl:39])=[C:35]([CH2:40][C:41]3[CH:50]=[CH:49][C:44]4[O:45][CH2:46][CH2:47][O:48][C:43]=4[CH:42]=3)[CH:34]=2)([O:31][CH3:32])[O:11][C:10]1([CH2:53][OH:54])[CH2:51][OH:52])[C:2]1[CH:7]=[CH:6][CH:5]=[CH:4][CH:3]=1, predict the reactants needed to synthesize it. The reactants are: [CH2:1]([O:8][C@H:9]1[C@H:14]([O:15][CH2:16][C:17]2[CH:22]=[CH:21][CH:20]=[CH:19][CH:18]=2)[C@@H:13]([O:23][CH2:24][C:25]2[CH:30]=[CH:29][CH:28]=[CH:27][CH:26]=2)[C:12]([C:33]2[CH:38]=[CH:37][C:36]([Cl:39])=[C:35]([CH2:40][C:41]3[CH:50]=[CH:49][C:44]4[O:45][CH2:46][CH2:47][O:48][C:43]=4[CH:42]=3)[CH:34]=2)([O:31][CH3:32])[O:11][C@@H:10]1[CH:51]=[O:52])[C:2]1[CH:7]=[CH:6][CH:5]=[CH:4][CH:3]=1.[CH2:53]=[O:54].[OH-].[K+]. (3) Given the product [NH2:18][C:3]1[CH:4]=[C:5]([CH:16]=[CH:17][C:2]=1[NH2:1])[C:6]([NH:8][C:9]1[CH:14]=[CH:13][CH:12]=[C:11]([Cl:15])[CH:10]=1)=[O:7], predict the reactants needed to synthesize it. The reactants are: [NH2:1][C:2]1[CH:17]=[CH:16][C:5]([C:6]([NH:8][C:9]2[CH:14]=[CH:13][CH:12]=[C:11]([Cl:15])[CH:10]=2)=[O:7])=[CH:4][C:3]=1[N+:18]([O-])=O. (4) Given the product [CH2:1]([O:8][CH2:9][C:10]1[C:18]([Br:27])=[C:17]([O:19][CH2:20][O:21][CH3:22])[CH:16]=[C:15]([O:23][CH2:24][O:25][CH3:26])[C:11]=1[C:12]([OH:14])=[O:13])[C:2]1[CH:7]=[CH:6][CH:5]=[CH:4][CH:3]=1, predict the reactants needed to synthesize it. The reactants are: [CH2:1]([O:8][CH2:9][C:10]1[CH:18]=[C:17]([O:19][CH2:20][O:21][CH3:22])[CH:16]=[C:15]([O:23][CH2:24][O:25][CH3:26])[C:11]=1[C:12]([OH:14])=[O:13])[C:2]1[CH:7]=[CH:6][CH:5]=[CH:4][CH:3]=1.[Br:27]N1C(=O)CCC1=O.O. (5) Given the product [CH2:7]([O:14][C:15]1[CH:20]=[C:19]([O:31][C:25]2[CH:30]=[CH:29][CH:28]=[CH:27][CH:26]=2)[CH:18]=[CH:17][C:16]=1[N+:22]([O-:24])=[O:23])[C:8]1[CH:13]=[CH:12][CH:11]=[CH:10][CH:9]=1, predict the reactants needed to synthesize it. The reactants are: C([O-])([O-])=O.[K+].[K+].[CH2:7]([O:14][C:15]1[CH:20]=[C:19](F)[CH:18]=[CH:17][C:16]=1[N+:22]([O-:24])=[O:23])[C:8]1[CH:13]=[CH:12][CH:11]=[CH:10][CH:9]=1.[C:25]1([OH:31])[CH:30]=[CH:29][CH:28]=[CH:27][CH:26]=1.O. (6) Given the product [N+:1]([C:4]1[CH:13]=[C:12]([O:14][CH3:15])[C:11]([O:19][CH2:28][CH2:27][CH2:26][N:23]2[CH2:24][CH2:25][O:20][CH2:21][CH2:22]2)=[CH:10][C:5]=1[C:6]([O:8][CH3:9])=[O:7])([O-:3])=[O:2], predict the reactants needed to synthesize it. The reactants are: [N+:1]([C:4]1[CH:13]=[C:12]([O:14][CH2:15]COC)[C:11]([OH:19])=[CH:10][C:5]=1[C:6]([O:8][CH3:9])=[O:7])([O-:3])=[O:2].[O:20]1[CH2:25][CH2:24][N:23]([CH2:26][CH2:27][CH2:28]OCl)[CH2:22][CH2:21]1.C([O-])([O-])=O.[K+].[K+].O. (7) Given the product [N:36]([CH:17]1[CH2:16][CH2:15][CH:14]([C:19]([O:21][CH2:22][CH3:23])=[O:20])[CH2:13][CH:12]1[NH:11][C:9]([O:8][CH2:1][C:2]1[CH:7]=[CH:6][CH:5]=[CH:4][CH:3]=1)=[O:10])=[N+:37]=[N-:38], predict the reactants needed to synthesize it. The reactants are: [CH2:1]([O:8][C:9]([NH:11][CH:12]1[CH:17](O)[CH2:16][CH2:15][CH:14]([C:19]([O:21][CH2:22][CH3:23])=[O:20])[CH2:13]1)=[O:10])[C:2]1[CH:7]=[CH:6][CH:5]=[CH:4][CH:3]=1.C(N(CC)CC)C.CS(Cl)(=O)=O.[N-:36]=[N+:37]=[N-:38].[Na+]. (8) Given the product [CH3:18][O:17][C:9]1[CH:10]=[CH:11][C:12]2[C:7](=[C:6]([C:19]([O:21][C:28]3[C:27]([Br:26])=[CH:32][CH:31]=[CH:30][C:29]=3[Br:33])=[O:20])[C:5]3[C:14]([N:13]=2)=[CH:15][CH:16]=[C:3]([O:2][CH3:1])[CH:4]=3)[CH:8]=1, predict the reactants needed to synthesize it. The reactants are: [CH3:1][O:2][C:3]1[CH:16]=[CH:15][C:14]2[C:5](=[C:6]([C:19]([OH:21])=[O:20])[C:7]3[C:12]([N:13]=2)=[CH:11][CH:10]=[C:9]([O:17][CH3:18])[CH:8]=3)[CH:4]=1.S(Cl)(Cl)=O.[Br:26][C:27]1[CH:32]=[CH:31][CH:30]=[C:29]([Br:33])[C:28]=1O. (9) The reactants are: [Br:1][C:2]1[C:7]([CH3:8])=[CH:6][C:5]([NH:9][C:10]2([C:13]([OH:15])=O)[CH2:12][CH2:11]2)=[CH:4][C:3]=1[CH3:16].[O-:17][C:18]#[N:19].[K+].C(=O)([O-])O.[Na+]. Given the product [Br:1][C:2]1[C:3]([CH3:16])=[CH:4][C:5]([N:9]2[C:18](=[O:17])[NH:19][C:13](=[O:15])[C:10]32[CH2:11][CH2:12]3)=[CH:6][C:7]=1[CH3:8], predict the reactants needed to synthesize it. (10) Given the product [CH3:18][C:19]1[CH:24]=[CH:23][C:22]([C:2]2[S:6][C:5]([N:7]3[CH2:15][CH:14]4[CH2:16][N:10]5[CH2:11][CH:12]([CH2:17][CH:8]3[CH2:9]5)[CH2:13]4)=[N:4][CH:3]=2)=[CH:21][CH:20]=1, predict the reactants needed to synthesize it. The reactants are: Br[C:2]1[S:6][C:5]([N:7]2[CH2:15][CH:14]3[CH2:16][N:10]4[CH2:11][CH:12]([CH2:17][CH:8]2[CH2:9]4)[CH2:13]3)=[N:4][CH:3]=1.[CH3:18][C:19]1[CH:24]=[CH:23][C:22](B(O)O)=[CH:21][CH:20]=1.